This data is from Catalyst prediction with 721,799 reactions and 888 catalyst types from USPTO. The task is: Predict which catalyst facilitates the given reaction. (1) Reactant: C([N:4]1[C:8]([CH3:9])=[C:7]([CH2:10][C:11]2[CH:16]=[CH:15][C:14]([CH3:17])=[C:13]([F:18])[CH:12]=2)[C:6]([O:19][C@@H:20]2[O:46][C@H:45]([CH2:47][O:48][C:49](=[O:54])[C:50]([CH3:53])([CH3:52])[CH3:51])[C@@H:37]([O:38][C:39](=[O:44])[C:40]([CH3:43])([CH3:42])[CH3:41])[C@H:29]([O:30][C:31](=[O:36])[C:32]([CH3:35])([CH3:34])[CH3:33])[C@H:21]2[O:22][C:23](=[O:28])[C:24]([CH3:27])([CH3:26])[CH3:25])=[N:5]1)(=O)C.C(=O)(O)[O-].[K+].C(O)(=O)C. Product: [F:18][C:13]1[CH:12]=[C:11]([CH2:10][C:7]2[C:6]([O:19][C@@H:20]3[O:46][C@H:45]([CH2:47][O:48][C:49](=[O:54])[C:50]([CH3:53])([CH3:52])[CH3:51])[C@@H:37]([O:38][C:39](=[O:44])[C:40]([CH3:41])([CH3:42])[CH3:43])[C@H:29]([O:30][C:31](=[O:36])[C:32]([CH3:33])([CH3:34])[CH3:35])[C@H:21]3[O:22][C:23](=[O:28])[C:24]([CH3:26])([CH3:27])[CH3:25])=[N:5][NH:4][C:8]=2[CH3:9])[CH:16]=[CH:15][C:14]=1[CH3:17]. The catalyst class is: 5. (2) Reactant: Cl[CH2:2][C:3]1[NH:7][C:6]2[CH:8]=[CH:9][CH:10]=[CH:11][C:5]=2[N:4]=1.[NH:12]1[CH2:17][CH2:16][O:15][CH2:14][CH2:13]1.CCN(CC)CC. Product: [NH:4]1[C:5]2[CH:11]=[CH:10][CH:9]=[CH:8][C:6]=2[N:7]=[C:3]1[CH2:2][N:12]1[CH2:17][CH2:16][O:15][CH2:14][CH2:13]1. The catalyst class is: 3. (3) Reactant: [NH2:1][C:2]1[CH:3]=[N:4][CH:5]=[C:6]([F:24])[C:7]=1[CH2:8][CH2:9][C@H:10]1[CH2:14][O:13][C:12]([CH3:16])([CH3:15])[N:11]1[C:17]([O:19][C:20]([CH3:23])([CH3:22])[CH3:21])=[O:18].[N:25]([C@@H:28]([C@H:32]([C:40]1[CH:45]=[C:44]([F:46])[CH:43]=[C:42]([F:47])[CH:41]=1)[C:33]1[CH:38]=[CH:37][C:36]([F:39])=[CH:35][CH:34]=1)[C:29](O)=[O:30])=[N+:26]=[N-:27].O=P(Cl)(Cl)Cl. Product: [N:25]([C@@H:28]([C@H:32]([C:40]1[CH:41]=[C:42]([F:47])[CH:43]=[C:44]([F:46])[CH:45]=1)[C:33]1[CH:38]=[CH:37][C:36]([F:39])=[CH:35][CH:34]=1)[C:29]([NH:1][C:2]1[CH:3]=[N:4][CH:5]=[C:6]([F:24])[C:7]=1[CH2:8][CH2:9][C@H:10]1[CH2:14][O:13][C:12]([CH3:16])([CH3:15])[N:11]1[C:17]([O:19][C:20]([CH3:23])([CH3:22])[CH3:21])=[O:18])=[O:30])=[N+:26]=[N-:27]. The catalyst class is: 17. (4) Reactant: N#N.[CH3:3][C:4]([CH3:49])([CH2:45][CH2:46][CH:47]=[CH2:48])[CH2:5][O:6][C:7]([NH:9][C@H:10]([C:15]([N:17]1[CH2:30][C@H:29]([O:31][C:32]([C:34]2[N:35]([CH3:44])[C:36]3[C:41]([CH:42]=2)=[C:40](Br)[CH:39]=[CH:38][CH:37]=3)=[O:33])[CH2:28][C@H:18]1[C:19]([O:21][CH2:22][CH2:23][Si:24]([CH3:27])([CH3:26])[CH3:25])=[O:20])=[O:16])[C:11]([CH3:14])([CH3:13])[CH3:12])=[O:8].[CH2:50]([Sn](CCCC)(CCCC)C=C)[CH2:51]CC. Product: [CH3:3][C:4]([CH3:49])([CH2:45][CH2:46][CH:47]=[CH2:48])[CH2:5][O:6][C:7]([NH:9][C@H:10]([C:15]([N:17]1[CH2:30][C@H:29]([O:31][C:32]([C:34]2[N:35]([CH3:44])[C:36]3[C:41]([CH:42]=2)=[C:40]([CH:50]=[CH2:51])[CH:39]=[CH:38][CH:37]=3)=[O:33])[CH2:28][C@H:18]1[C:19]([O:21][CH2:22][CH2:23][Si:24]([CH3:27])([CH3:26])[CH3:25])=[O:20])=[O:16])[C:11]([CH3:14])([CH3:13])[CH3:12])=[O:8]. The catalyst class is: 11. (5) Reactant: [CH:1]([C:4]1[C:5]([O:24][CH2:25][C:26]2[CH:31]=[CH:30][C:29]([O:32][CH3:33])=[CH:28][CH:27]=2)=[CH:6][C:7]([O:14][CH2:15][C:16]2[CH:21]=[CH:20][C:19]([O:22][CH3:23])=[CH:18][CH:17]=2)=[C:8]([CH:10]([OH:13])[CH:11]=[CH2:12])[CH:9]=1)([CH3:3])[CH3:2].ClC1C(=O)C(C#N)=C(C#N)C(=O)C=1Cl. Product: [CH:1]([C:4]1[C:5]([O:24][CH2:25][C:26]2[CH:27]=[CH:28][C:29]([O:32][CH3:33])=[CH:30][CH:31]=2)=[CH:6][C:7]([O:14][CH2:15][C:16]2[CH:21]=[CH:20][C:19]([O:22][CH3:23])=[CH:18][CH:17]=2)=[C:8]([C:10](=[O:13])[CH:11]=[CH2:12])[CH:9]=1)([CH3:3])[CH3:2]. The catalyst class is: 4. (6) Reactant: [F:1][C@@H:2]1[CH2:7][NH:6][CH2:5][C@H:4]([NH:8][C:9]2[C:10]3[CH:17]=[CH:16][NH:15][C:11]=3[N:12]=[CH:13][N:14]=2)[CH2:3]1.[C:18](Cl)(=[O:21])[CH:19]=[CH2:20].C(Cl)Cl.CO. Product: [N:12]1[C:11]2[NH:15][CH:16]=[CH:17][C:10]=2[C:9]([NH:8][C@@H:4]2[CH2:3][C@H:2]([F:1])[CH2:7][N:6]([C:18](=[O:21])[CH:19]=[CH2:20])[CH2:5]2)=[N:14][CH:13]=1. The catalyst class is: 554. (7) Reactant: C(NC(C)C)(C)C.[Li]CCCC.[F:13][C:14]1[CH:22]=[CH:21][CH:20]=[C:19]2[C:15]=1[CH:16]=[CH:17][N:18]2[C:23]([O:25][C:26]([CH3:29])([CH3:28])[CH3:27])=[O:24].[B:30](OC(C)C)([O:35]C(C)C)[O:31]C(C)C. Product: [C:26]([O:25][C:23]([N:18]1[C:19]2[C:15](=[C:14]([F:13])[CH:22]=[CH:21][CH:20]=2)[CH:16]=[C:17]1[B:30]([OH:35])[OH:31])=[O:24])([CH3:29])([CH3:28])[CH3:27]. The catalyst class is: 1.